Task: Predict the product of the given reaction.. Dataset: Forward reaction prediction with 1.9M reactions from USPTO patents (1976-2016) (1) Given the reactants [N:1]1[C:10]2[C:5](=[CH:6][C:7]([C:11]3([C:14]4[N:18]5[N:19]=[C:20]([C:23](=O)[CH3:24])[CH:21]=[CH:22][C:17]5=[N:16][N:15]=4)[CH2:13][CH2:12]3)=[CH:8][CH:9]=2)[CH:4]=[CH:3][CH:2]=1.Cl.[CH2:27]([O:29][NH2:30])[CH3:28], predict the reaction product. The product is: [CH2:27]([O:29]/[N:30]=[C:23](/[C:20]1[CH:21]=[CH:22][C:17]2[N:18]([C:14]([C:11]3([C:7]4[CH:6]=[C:5]5[C:10](=[CH:9][CH:8]=4)[N:1]=[CH:2][CH:3]=[CH:4]5)[CH2:13][CH2:12]3)=[N:15][N:16]=2)[N:19]=1)\[CH3:24])[CH3:28]. (2) Given the reactants [NH2:1][C:2]1[CH:7]=[CH:6][CH:5]=[CH:4][CH:3]=1.Br[CH2:9][CH2:10][CH2:11][CH2:12][CH2:13][CH2:14][N:15]1[C:23](=[O:24])[C:22]2[C:17](=[CH:18][CH:19]=[CH:20][CH:21]=2)[C:16]1=[O:25].C([O-])([O-])=O.[K+].[K+], predict the reaction product. The product is: [C:2]1([NH:1][CH2:9][CH2:10][CH2:11][CH2:12][CH2:13][CH2:14][N:15]2[C:16](=[O:25])[C:17]3[C:22](=[CH:21][CH:20]=[CH:19][CH:18]=3)[C:23]2=[O:24])[CH:7]=[CH:6][CH:5]=[CH:4][CH:3]=1.